This data is from Reaction yield outcomes from USPTO patents with 853,638 reactions. The task is: Predict the reaction yield, written as a fraction of the theoretical maximum amount of product (1.0 means a 100% yield; for example, 0.34 means a 34% yield). (1) The reactants are F[C:2]1[C:3]([N+:18]([O-:20])=[O:19])=[C:4]([CH:14]=[C:15]([F:17])[CH:16]=1)[NH:5][C:6]1[CH:11]=[CH:10][C:9]([I:12])=[CH:8][C:7]=1[F:13].[C:21]([NH:28][C:29]1[CH:30]=[C:31]([OH:35])[CH:32]=[CH:33][CH:34]=1)([O:23][C:24]([CH3:27])([CH3:26])[CH3:25])=[O:22].C(=O)([O-])[O-].[Cs+].[Cs+]. The catalyst is CN(C=O)C. The product is [F:17][C:15]1[CH:14]=[C:4]([NH:5][C:6]2[CH:11]=[CH:10][C:9]([I:12])=[CH:8][C:7]=2[F:13])[C:3]([N+:18]([O-:20])=[O:19])=[C:2]([CH:16]=1)[O:35][C:31]1[CH:30]=[C:29]([NH:28][C:21](=[O:22])[O:23][C:24]([CH3:26])([CH3:25])[CH3:27])[CH:34]=[CH:33][CH:32]=1. The yield is 0.440. (2) The reactants are [Br:1][C:2]1[CH:3]=[N:4][CH:5]=[C:6]([CH:10]=1)[C:7]([OH:9])=O.[CH3:11][S:12]([C:15]1[CH:16]=[C:17]([CH2:21][C:22]([O:24][CH3:25])=[O:23])[CH:18]=[CH:19][CH:20]=1)(=[NH:14])=[O:13].Cl.CN(C)CCCN=C=NCC.CCOC(C)=O. The catalyst is CN(C1C=CN=CC=1)C.CN(C=O)C. The product is [Br:1][C:2]1[CH:10]=[C:6]([C:7]([N:14]=[S:12]([C:15]2[CH:16]=[C:17]([CH2:21][C:22]([O:24][CH3:25])=[O:23])[CH:18]=[CH:19][CH:20]=2)([CH3:11])=[O:13])=[O:9])[CH:5]=[N:4][CH:3]=1. The yield is 0.750. (3) The reactants are C([O:8][C:9]1[CH:14]=[CH:13][C:12]([O:15][CH2:16][O:17][CH3:18])=[CH:11][N:10]=1)C1C=CC=CC=1. The catalyst is CCO.[Pd]. The product is [CH3:18][O:17][CH2:16][O:15][C:12]1[CH:13]=[CH:14][C:9]([OH:8])=[N:10][CH:11]=1. The yield is 1.00. (4) The reactants are [CH:1]1[C:10]2[C:5](=[CH:6][CH:7]=[CH:8][CH:9]=2)[CH:4]=[CH:3][C:2]=1[S:11][CH2:12][CH2:13][CH2:14][C:15]([OH:17])=O.[CH3:18][O:19][C:20]1[CH:28]=[CH:27][CH:26]=[CH:25][C:21]=1[CH2:22][NH:23][CH3:24]. No catalyst specified. The product is [CH3:18][O:19][C:20]1[CH:28]=[CH:27][CH:26]=[CH:25][C:21]=1[CH2:22][N:23]([CH3:24])[C:15](=[O:17])[CH2:14][CH2:13][CH2:12][S:11][C:2]1[CH:3]=[CH:4][C:5]2[C:10](=[CH:9][CH:8]=[CH:7][CH:6]=2)[CH:1]=1. The yield is 0.690. (5) The reactants are [Br:1][C:2]1[CH:7]=[CH:6][C:5]2[O:8][CH2:9][O:10][C:4]=2[CH:3]=1.C([N-]C(C)C)(C)C.[Li+].[CH:19]1[C:28]2[CH:27]=[CH:26][CH:25]=[C:24]([CH:29]=[O:30])[C:23]=2[CH:22]=[CH:21][N:20]=1.CCOC(C)=O. The catalyst is C1COCC1. The product is [Br:1][C:2]1[CH:7]=[CH:6][C:5]2[O:8][CH2:9][O:10][C:4]=2[C:3]=1[CH:29]([C:24]1[C:23]2[CH:22]=[CH:21][N:20]=[CH:19][C:28]=2[CH:27]=[CH:26][CH:25]=1)[OH:30]. The yield is 0.650.